From a dataset of Forward reaction prediction with 1.9M reactions from USPTO patents (1976-2016). Predict the product of the given reaction. (1) The product is: [O:41]1[C:37]2[CH:36]=[CH:35][C:34]([C:2]3[CH:7]=[CH:6][C:5]([N:8]4[C:12]([CH2:13][C@@H:14]5[CH2:18][CH2:17][N:16]([C:19]([CH:21]6[CH2:23][CH2:22]6)=[O:20])[CH2:15]5)=[N:11][NH:10][C:9]4=[O:24])=[C:4]([F:25])[CH:3]=3)=[CH:42][C:38]=2[CH:39]=[CH:40]1. Given the reactants Br[C:2]1[CH:7]=[CH:6][C:5]([N:8]2[C:12]([CH2:13][C@@H:14]3[CH2:18][CH2:17][N:16]([C:19]([CH:21]4[CH2:23][CH2:22]4)=[O:20])[CH2:15]3)=[N:11][NH:10][C:9]2=[O:24])=[C:4]([F:25])[CH:3]=1.CC1(C)C(C)(C)OB([C:34]2[CH:35]=[CH:36][C:37]3[O:41][CH:40]=[CH:39][C:38]=3[CH:42]=2)O1.C(=O)([O-])[O-].[K+].[K+], predict the reaction product. (2) Given the reactants [NH2:1][C:2]1[CH:22]=[C:21]([C:23]2[N:27]=[C:26]([CH3:28])[O:25][N:24]=2)[CH:20]=[CH:19][C:3]=1[CH2:4][NH:5][C:6](=[O:18])[C:7]1[CH:12]=[C:11]([O:13][CH3:14])[C:10]([CH3:15])=[C:9]([O:16][CH3:17])[CH:8]=1.Br[CH2:30][CH2:31][O:32][CH2:33][C:34]1[CH:39]=[CH:38][CH:37]=[CH:36][CH:35]=1.CC1ON=C(C2C=CC(CNC(=O)C3C=C(OC)C(C)=C(OC)C=3)=C(NCCOC3C=CC=CC=3)C=2)N=1, predict the reaction product. The product is: [CH2:33]([O:32][CH2:31][CH2:30][NH:1][C:2]1[CH:22]=[C:21]([C:23]2[N:27]=[C:26]([CH3:28])[O:25][N:24]=2)[CH:20]=[CH:19][C:3]=1[CH2:4][NH:5][C:6](=[O:18])[C:7]1[CH:12]=[C:11]([O:13][CH3:14])[C:10]([CH3:15])=[C:9]([O:16][CH3:17])[CH:8]=1)[C:34]1[CH:39]=[CH:38][CH:37]=[CH:36][CH:35]=1. (3) Given the reactants [NH:1]1[CH2:6][CH2:5][CH2:4][CH:3]([CH2:7][OH:8])[CH2:2]1.[C:9](O[C:9]([O:11][C:12]([CH3:15])([CH3:14])[CH3:13])=[O:10])([O:11][C:12]([CH3:15])([CH3:14])[CH3:13])=[O:10].C(OCC)(=O)C, predict the reaction product. The product is: [C:9]([N:1]1[CH2:6][CH2:5][CH2:4][CH:3]([CH2:7][OH:8])[CH2:2]1)([O:11][C:12]([CH3:15])([CH3:14])[CH3:13])=[O:10]. (4) Given the reactants [F:1][C:2]1[C:3]2[C:7]([CH:8]=[CH:9][CH:10]=1)=[N:6][N:5]1[C:11](=[O:28])[CH:12]=[C:13]([CH:15]3[CH2:20][CH2:19][N:18](C(OC(C)(C)C)=O)[CH2:17][CH2:16]3)[NH:14][C:4]=21.CO.[ClH:31], predict the reaction product. The product is: [ClH:31].[F:1][C:2]1[C:3]2[C:7]([CH:8]=[CH:9][CH:10]=1)=[N:6][N:14]1[C:13]([CH:15]3[CH2:20][CH2:19][NH:18][CH2:17][CH2:16]3)=[CH:12][C:11](=[O:28])[NH:5][C:4]=21.